Predict the product of the given reaction. From a dataset of Forward reaction prediction with 1.9M reactions from USPTO patents (1976-2016). Given the reactants [Br:1][C:2]1[C:3](F)=[C:4]2[C:10]([NH:11][C:12](=[O:17])[CH2:13][CH:14]3[CH2:16][CH2:15]3)=[CH:9][NH:8][C:5]2=[N:6][CH:7]=1.[NH:19]1[CH2:24][CH2:23][CH2:22][C@@H:21]([NH:25][C:26](=[O:32])[O:27][C:28]([CH3:31])([CH3:30])[CH3:29])[CH2:20]1.C(N(CC)CC)C, predict the reaction product. The product is: [Br:1][C:2]1[C:3]([N:19]2[CH2:24][CH2:23][CH2:22][C@@H:21]([NH:25][C:26](=[O:32])[O:27][C:28]([CH3:30])([CH3:29])[CH3:31])[CH2:20]2)=[C:4]2[C:10]([NH:11][C:12](=[O:17])[CH2:13][CH:14]3[CH2:16][CH2:15]3)=[CH:9][NH:8][C:5]2=[N:6][CH:7]=1.